Dataset: NCI-60 drug combinations with 297,098 pairs across 59 cell lines. Task: Regression. Given two drug SMILES strings and cell line genomic features, predict the synergy score measuring deviation from expected non-interaction effect. (1) Drug 1: C1=NC2=C(N=C(N=C2N1C3C(C(C(O3)CO)O)F)Cl)N. Drug 2: CCN(CC)CCNC(=O)C1=C(NC(=C1C)C=C2C3=C(C=CC(=C3)F)NC2=O)C. Cell line: UACC-257. Synergy scores: CSS=0.458, Synergy_ZIP=-0.909, Synergy_Bliss=-2.78, Synergy_Loewe=-2.71, Synergy_HSA=-2.96. (2) Synergy scores: CSS=18.5, Synergy_ZIP=-3.84, Synergy_Bliss=-6.14, Synergy_Loewe=-12.6, Synergy_HSA=-5.89. Cell line: T-47D. Drug 1: CC12CCC3C(C1CCC2NC(=O)OCC(F)(F)F)CCC4C3(C=CC(=O)N4C)C. Drug 2: CCC1=C2N=C(C=C(N2N=C1)NCC3=C[N+](=CC=C3)[O-])N4CCCCC4CCO. (3) Drug 1: CN1CCC(CC1)COC2=C(C=C3C(=C2)N=CN=C3NC4=C(C=C(C=C4)Br)F)OC. Drug 2: CC1=C(C(CCC1)(C)C)C=CC(=CC=CC(=CC(=O)O)C)C. Cell line: SF-268. Synergy scores: CSS=-3.46, Synergy_ZIP=5.85, Synergy_Bliss=4.07, Synergy_Loewe=-1.89, Synergy_HSA=-2.63. (4) Drug 1: C1=CC(=CC=C1CCCC(=O)O)N(CCCl)CCCl. Cell line: MALME-3M. Synergy scores: CSS=10.5, Synergy_ZIP=-4.52, Synergy_Bliss=1.59, Synergy_Loewe=1.18, Synergy_HSA=1.71. Drug 2: CC(C1=C(C=CC(=C1Cl)F)Cl)OC2=C(N=CC(=C2)C3=CN(N=C3)C4CCNCC4)N. (5) Cell line: SF-268. Synergy scores: CSS=1.79, Synergy_ZIP=-0.00845, Synergy_Bliss=4.80, Synergy_Loewe=-1.03, Synergy_HSA=1.18. Drug 2: COC1=C2C(=CC3=C1OC=C3)C=CC(=O)O2. Drug 1: C1=NC(=NC(=O)N1C2C(C(C(O2)CO)O)O)N.